Predict the reactants needed to synthesize the given product. From a dataset of Full USPTO retrosynthesis dataset with 1.9M reactions from patents (1976-2016). (1) The reactants are: Br[C:2]1[C:8]([C:9]([F:12])([F:11])[F:10])=[CH:7][C:5]([NH2:6])=[CH:4][C:3]=1[Cl:13].C(=O)([O-])[O-].[Na+].[Na+].CC1(C)C(C)(C)OB([C:28]2[CH:38]=[CH:37][C:31]3[O:32][CH2:33][C:34](=[O:36])[NH:35][C:30]=3[CH:29]=2)O1.O. Given the product [NH2:6][C:5]1[CH:7]=[C:8]([C:9]([F:12])([F:11])[F:10])[C:2]([C:28]2[CH:38]=[CH:37][C:31]3[O:32][CH2:33][C:34](=[O:36])[NH:35][C:30]=3[CH:29]=2)=[C:3]([Cl:13])[CH:4]=1, predict the reactants needed to synthesize it. (2) Given the product [Cl:1][C:2]1[CH:3]=[C:4]2[C:9](=[CH:10][C:11]=1[O:12][CH2:13][C:14]1[CH:19]=[CH:18][CH:17]=[CH:16][N:15]=1)[NH:8][C:7](=[O:20])[C:6](/[CH:21]=[N:29]/[S:27]([C:24]([CH3:26])([CH3:25])[CH3:23])=[O:28])=[CH:5]2, predict the reactants needed to synthesize it. The reactants are: [Cl:1][C:2]1[CH:3]=[C:4]2[C:9](=[CH:10][C:11]=1[O:12][CH2:13][C:14]1[CH:19]=[CH:18][CH:17]=[CH:16][N:15]=1)[NH:8][C:7](=[O:20])[C:6]([CH:21]=O)=[CH:5]2.[CH3:23][C:24]([S:27]([NH2:29])=[O:28])([CH3:26])[CH3:25].